Dataset: Full USPTO retrosynthesis dataset with 1.9M reactions from patents (1976-2016). Task: Predict the reactants needed to synthesize the given product. (1) Given the product [CH3:45][CH:42]([CH2:43][N:14]1[C:20](=[O:21])[NH:24][C:16](=[O:46])[C:11]2[NH:3][C:25]([N:27]3[CH2:31][CH2:30][CH2:29][CH2:28]3)=[N:13][C:12]1=2)[CH3:44], predict the reactants needed to synthesize it. The reactants are: Cl.Cl.[N:3]([C:11]([CH3:16])(C)[C:12]([NH2:14])=[NH:13])=[N:3][C:11](C)([CH3:16])[C:12]([NH2:14])=[NH:13].C([C:20]1[O:21]CC[N:24]=1)(C)=C.[CH:25]([N:27]1[CH2:31][CH2:30][CH2:29][C:28]1=O)=C.C(OCCN[C:42]([CH3:45])([CH3:44])[CH3:43])(=O)C(C)=C.[OH2:46]. (2) Given the product [C:21]([CH:25]([CH:29]1[C:35]2[CH:36]=[CH:37][CH:38]=[CH:39][C:34]=2[N:33]([CH2:40][CH2:41][NH:3][CH2:4][C:5]2[CH:6]=[CH:7][C:8]([NH:11][C:12]3[NH:13][C:14]4[CH:20]=[CH:19][CH:18]=[CH:17][C:15]=4[N:16]=3)=[CH:9][CH:10]=2)[C:32](=[O:43])[CH2:31][CH2:30]1)[C:26]([OH:28])=[O:27])([CH3:24])([CH3:22])[CH3:23], predict the reactants needed to synthesize it. The reactants are: Cl.Cl.[NH2:3][CH2:4][C:5]1[CH:10]=[CH:9][C:8]([NH:11][C:12]2[NH:16][C:15]3[CH:17]=[CH:18][CH:19]=[CH:20][C:14]=3[N:13]=2)=[CH:7][CH:6]=1.[C:21]([CH:25]([CH:29]1[C:35]2[CH:36]=[CH:37][CH:38]=[CH:39][C:34]=2[N:33]([CH2:40][CH:41]=O)[C:32](=[O:43])[CH2:31][CH2:30]1)[C:26]([OH:28])=[O:27])([CH3:24])([CH3:23])[CH3:22].[BH3-]C#N.[Na+]. (3) Given the product [F:8][C:7]1[CH:6]=[C:5]([N:9]2[C:18]3[C:13](=[CH:14][C:15]([S:19]([NH:22][C:23]4[CH:27]=[CH:26][O:25][N:24]=4)(=[O:21])=[O:20])=[CH:16][CH:17]=3)[N:12]=[CH:11][C:10]2=[O:28])[C:4]([O:29][CH3:30])=[CH:3][C:2]=1[C:35]1[CH:36]=[CH:37][C:32]([F:31])=[CH:33][CH:34]=1, predict the reactants needed to synthesize it. The reactants are: Br[C:2]1[C:7]([F:8])=[CH:6][C:5]([N:9]2[C:18]3[C:13](=[CH:14][C:15]([S:19]([NH:22][C:23]4[CH:27]=[CH:26][O:25][N:24]=4)(=[O:21])=[O:20])=[CH:16][CH:17]=3)[N:12]=[CH:11][C:10]2=[O:28])=[C:4]([O:29][CH3:30])[CH:3]=1.[F:31][C:32]1[CH:37]=[CH:36][C:35](B(O)O)=[CH:34][CH:33]=1.P([O-])([O-])([O-])=O.[K+].[K+].[K+]. (4) Given the product [C:32]([NH:1][C:2]1[CH:3]=[C:4]([CH:8]2[C:17]([CH3:18])([CH3:19])[CH2:16][C:15]3[C:10](=[CH:11][CH:12]=[C:13]([C:20]([O:22][CH3:23])=[O:21])[CH:14]=3)[NH:9]2)[CH:5]=[CH:6][CH:7]=1)(=[O:34])[CH3:33], predict the reactants needed to synthesize it. The reactants are: [NH2:1][C:2]1[CH:3]=[C:4]([CH:8]2[C:17]([CH3:19])([CH3:18])[CH2:16][C:15]3[C:10](=[CH:11][CH:12]=[C:13]([C:20]([O-:22])=[O:21])[CH:14]=3)[NH:9]2)[CH:5]=[CH:6][CH:7]=1.[CH:23](N(CC)C(C)C)(C)C.[C:32](Cl)(=[O:34])[CH3:33].C(OCC)(=O)C. (5) Given the product [C:35]([O:38][CH2:39][CH2:40][CH2:41][N:42]1[C:50]2[CH:49]=[CH:48][N:47]=[C:46]([NH2:51])[C:45]=2[N:44]=[C:43]1[S:52][C:53]1[CH:54]=[C:55]([O:59][CH3:58])[CH:56]=[CH:60][C:61]=1[Br:62])(=[O:37])[CH3:36], predict the reactants needed to synthesize it. The reactants are: BrC1C=CC(OC)=CC=1SC1NC2C=CN=C(N)C=2N=1.C(OCCCBr)(=O)C.C([O-])([O-])=O.[Cs+].[Cs+].[C:35]([O:38][CH2:39][CH2:40][CH2:41][N:42]1[C:50]2[CH:49]=[CH:48][N:47]=[C:46]([NH2:51])[C:45]=2[N:44]=[C:43]1[S:52][C:53]1[C:61]([Br:62])=[CH:60][C:56]2O[CH2:58][O:59][C:55]=2[CH:54]=1)(=[O:37])[CH3:36]. (6) Given the product [CH3:79][O:78][C:72]1[CH:73]=[C:74]([O:76][CH3:77])[CH:75]=[C:3]([O:2][CH3:1])[C:4]=1/[CH:5]=[CH:6]/[CH:7]([S:31]([CH:34](/[CH:58]=[CH:59]/[C:60]1[C:61]([O:70][CH3:71])=[CH:62][C:63]([O:68][CH3:69])=[CH:64][C:65]=1[O:66][CH3:67])[C:35]1[CH:40]=[CH:39][C:38]([O:41][CH3:42])=[C:37]([NH:43][C:44](=[O:57])[C:45]2[CH:50]=[C:49]([NH2:51])[CH:48]=[C:47]([NH2:54])[CH:46]=2)[CH:36]=1)(=[O:32])=[O:33])[C:8]1[CH:13]=[CH:12][C:11]([O:14][CH3:15])=[C:10]([NH:16][C:17](=[O:30])[C:18]2[CH:19]=[C:20]([NH2:27])[CH:21]=[C:22]([NH2:24])[CH:23]=2)[CH:9]=1, predict the reactants needed to synthesize it. The reactants are: [CH3:1][O:2][C:3]1[CH:75]=[C:74]([O:76][CH3:77])[CH:73]=[C:72]([O:78][CH3:79])[C:4]=1/[CH:5]=[CH:6]/[CH:7]([S:31]([CH:34](/[CH:58]=[CH:59]/[C:60]1[C:65]([O:66][CH3:67])=[CH:64][C:63]([O:68][CH3:69])=[CH:62][C:61]=1[O:70][CH3:71])[C:35]1[CH:40]=[CH:39][C:38]([O:41][CH3:42])=[C:37]([NH:43][C:44](=[O:57])[C:45]2[CH:50]=[C:49]([N+:51]([O-])=O)[CH:48]=[C:47]([N+:54]([O-])=O)[CH:46]=2)[CH:36]=1)(=[O:33])=[O:32])[C:8]1[CH:13]=[CH:12][C:11]([O:14][CH3:15])=[C:10]([NH:16][C:17](=[O:30])[C:18]2[CH:23]=[C:22]([N+:24]([O-])=O)[CH:21]=[C:20]([N+:27]([O-])=O)[CH:19]=2)[CH:9]=1.S(S([O-])=O)([O-])=O.[Na+].[Na+].O.[O-]S([O-])(=O)=O.[Na+].[Na+]. (7) Given the product [BrH:1].[NH2:10][C:11]1[CH:16]=[C:15]([CH:17]([Br:1])[C:18]([C:20]2[CH:25]=[CH:24][CH:23]=[C:22]([CH3:26])[CH:21]=2)=[O:19])[CH:14]=[CH:13][N:12]=1, predict the reactants needed to synthesize it. The reactants are: [Br:1]Br.C(OC([NH:10][C:11]1[CH:16]=[C:15]([CH2:17][C:18]([C:20]2[CH:25]=[CH:24][CH:23]=[C:22]([CH3:26])[CH:21]=2)=[O:19])[CH:14]=[CH:13][N:12]=1)=O)(C)(C)C. (8) The reactants are: [Br:1][C:2]1[CH:3]=[CH:4][C:5]([C:9]([OH:11])=[O:10])=[N:6][C:7]=1Cl.[OH-].[K+].[O:14]1[CH2:18][CH2:17][CH2:16][CH:15]1[CH2:19][OH:20].[OH-].[Na+]. Given the product [Br:1][C:2]1[CH:3]=[CH:4][C:5]([C:9]([OH:11])=[O:10])=[N:6][C:7]=1[O:20][CH2:19][CH:15]1[CH2:16][CH2:17][CH2:18][O:14]1, predict the reactants needed to synthesize it.